Regression. Given two drug SMILES strings and cell line genomic features, predict the synergy score measuring deviation from expected non-interaction effect. From a dataset of NCI-60 drug combinations with 297,098 pairs across 59 cell lines. (1) Drug 1: C1=NC2=C(N1)C(=S)N=CN2. Drug 2: CC1=C(C=C(C=C1)C(=O)NC2=CC(=CC(=C2)C(F)(F)F)N3C=C(N=C3)C)NC4=NC=CC(=N4)C5=CN=CC=C5. Cell line: SW-620. Synergy scores: CSS=-1.87, Synergy_ZIP=0.491, Synergy_Bliss=-1.94, Synergy_Loewe=-6.36, Synergy_HSA=-5.72. (2) Drug 1: CC1=C2C(C(=O)C3(C(CC4C(C3C(C(C2(C)C)(CC1OC(=O)C(C(C5=CC=CC=C5)NC(=O)OC(C)(C)C)O)O)OC(=O)C6=CC=CC=C6)(CO4)OC(=O)C)OC)C)OC. Drug 2: COC1=CC(=CC(=C1O)OC)C2C3C(COC3=O)C(C4=CC5=C(C=C24)OCO5)OC6C(C(C7C(O6)COC(O7)C8=CC=CS8)O)O. Cell line: SK-MEL-5. Synergy scores: CSS=24.3, Synergy_ZIP=-12.9, Synergy_Bliss=-15.2, Synergy_Loewe=-14.4, Synergy_HSA=-9.41. (3) Synergy scores: CSS=0.208, Synergy_ZIP=1.53, Synergy_Bliss=1.24, Synergy_Loewe=-0.844, Synergy_HSA=-0.391. Cell line: OVCAR-5. Drug 2: C(CN)CNCCSP(=O)(O)O. Drug 1: CNC(=O)C1=CC=CC=C1SC2=CC3=C(C=C2)C(=NN3)C=CC4=CC=CC=N4. (4) Synergy scores: CSS=16.9, Synergy_ZIP=-3.53, Synergy_Bliss=-1.73, Synergy_Loewe=-15.7, Synergy_HSA=-4.35. Drug 1: C1C(C(OC1N2C=NC3=C(N=C(N=C32)Cl)N)CO)O. Drug 2: CC(C)NC(=O)C1=CC=C(C=C1)CNNC.Cl. Cell line: UACC-257. (5) Drug 1: COC1=C(C=C2C(=C1)N=CN=C2NC3=CC(=C(C=C3)F)Cl)OCCCN4CCOCC4. Drug 2: CC1CCCC2(C(O2)CC(NC(=O)CC(C(C(=O)C(C1O)C)(C)C)O)C(=CC3=CSC(=N3)C)C)C. Cell line: NCI-H522. Synergy scores: CSS=34.6, Synergy_ZIP=0.401, Synergy_Bliss=0.0709, Synergy_Loewe=0.948, Synergy_HSA=1.08. (6) Drug 1: C1CN(CCN1C(=O)CCBr)C(=O)CCBr. Drug 2: C1CNP(=O)(OC1)N(CCCl)CCCl. Cell line: SNB-75. Synergy scores: CSS=10.9, Synergy_ZIP=-3.58, Synergy_Bliss=-0.371, Synergy_Loewe=-2.65, Synergy_HSA=-0.325.